This data is from Catalyst prediction with 721,799 reactions and 888 catalyst types from USPTO. The task is: Predict which catalyst facilitates the given reaction. (1) Reactant: [ClH:1].C(OC([N:9]1[CH2:14][CH2:13][C:12]([C:18]2[CH:23]=[CH:22][C:21]([Cl:24])=[CH:20][CH:19]=2)([CH2:15][NH:16][CH3:17])[CH2:11][CH2:10]1)=O)(C)(C)C. Product: [ClH:24].[ClH:1].[Cl:24][C:21]1[CH:22]=[CH:23][C:18]([C:12]2([CH2:15][NH:16][CH3:17])[CH2:13][CH2:14][NH:9][CH2:10][CH2:11]2)=[CH:19][CH:20]=1. The catalyst class is: 169. (2) Reactant: [CH3:1][O:2][C:3]1[CH:4]=[C:5]([CH:17]=[C:18]([CH2:22][CH2:23][CH3:24])[C:19]=1[O:20][CH3:21])[C:6]([N:8]1[CH2:11][C@@H:10]([CH2:12][CH3:13])[C@@H:9]1[C:14]([OH:16])=O)=[O:7].CN(C(ON1N=NC2C=CC=NC1=2)=[N+](C)C)C.F[P-](F)(F)(F)(F)F.CCN(C(C)C)C(C)C.C1C=CC2N(O)N=NC=2C=1.Cl.[CH2:69]([O:76][NH2:77])[C:70]1[CH:75]=[CH:74][CH:73]=[CH:72][CH:71]=1. Product: [CH2:69]([O:76][NH:77][C:14]([C@H:9]1[C@H:10]([CH2:12][CH3:13])[CH2:11][N:8]1[C:6](=[O:7])[C:5]1[CH:17]=[C:18]([CH2:22][CH2:23][CH3:24])[C:19]([O:20][CH3:21])=[C:3]([O:2][CH3:1])[CH:4]=1)=[O:16])[C:70]1[CH:75]=[CH:74][CH:73]=[CH:72][CH:71]=1. The catalyst class is: 31. (3) Reactant: [CH2:1]([NH:8][C:9]1[CH:18]=[CH:17][C:16]([F:19])=[C:15]2[C:10]=1[CH2:11][CH2:12][CH2:13][C:14]2=[O:20])[C:2]1[CH:7]=[CH:6][CH:5]=[CH:4][CH:3]=1.N1C=CC=CC=1.[CH3:27][S:28](Cl)(=[O:30])=[O:29].O. Product: [CH2:1]([N:8]([C:9]1[C:10]2[CH2:11][CH2:12][CH2:13][C:14](=[O:20])[C:15]=2[C:16]([F:19])=[CH:17][CH:18]=1)[S:28]([CH3:27])(=[O:30])=[O:29])[C:2]1[CH:3]=[CH:4][CH:5]=[CH:6][CH:7]=1. The catalyst class is: 4. (4) Reactant: [C:1]1(C)C=CC=C[CH:2]=1.[C:8]1([CH:15]=[CH:14][CH:13]=[C:11]([OH:12])[CH:10]=1)[OH:9].[C:16]([OH:24])(=O)[C:17]([CH2:19][C:20]([OH:22])=[O:21])=[CH2:18]. Product: [OH:9][C:8]1[CH:10]=[C:11]2[C:13]([CH2:18][CH:17]([CH2:19][C:20]([O:22][CH2:1][CH3:2])=[O:21])[C:16](=[O:24])[O:12]2)=[CH:14][CH:15]=1. The catalyst class is: 195. (5) Reactant: [N:1]([CH:4]([C:9]([CH3:17])([C:11]1[CH:16]=[CH:15][CH:14]=[CH:13][CH:12]=1)[CH3:10])[C:5]([O:7][CH3:8])=[O:6])=[N+]=[N-].C1C=CC(P(C2C=CC=CC=2)C2C=CC=CC=2)=CC=1. Product: [CH3:10][C:9]([CH3:17])([C:11]1[CH:12]=[CH:13][CH:14]=[CH:15][CH:16]=1)[C@@H:4]([C:5]([O:7][CH3:8])=[O:6])[NH2:1]. The catalyst class is: 90. (6) Reactant: Cl[CH2:2][CH2:3][CH2:4][CH2:5][CH2:6][CH2:7][O:8][C:9]1[CH:14]=[CH:13][C:12]([Br:15])=[CH:11][CH:10]=1.[OH-].[Na+].[CH3:18][NH:19][CH2:20][CH3:21]. Product: [CH3:18][N:19]([CH2:2][CH2:3][CH2:4][CH2:5][CH2:6][CH2:7][O:8][C:9]1[CH:14]=[CH:13][C:12]([Br:15])=[CH:11][CH:10]=1)[CH2:20][CH3:21]. The catalyst class is: 6. (7) Reactant: [CH3:1][O:2][C:3]1[CH:4]=[C:5]2[C:10](=[CH:11][C:12]=1[O:13][CH3:14])[N:9]=[CH:8][CH:7]=[C:6]2[S:15][C:16]1[CH:21]=[CH:20][CH:19]=[CH:18][CH:17]=1.ClC1C=C(C=CC=1)C(OO)=[O:27].C([O-])(O)=O.[Na+]. Product: [C:16]1([S:15]([C:6]2[C:5]3[C:10](=[CH:11][C:12]([O:13][CH3:14])=[C:3]([O:2][CH3:1])[CH:4]=3)[N:9]=[CH:8][CH:7]=2)=[O:27])[CH:21]=[CH:20][CH:19]=[CH:18][CH:17]=1. The catalyst class is: 2.